This data is from Full USPTO retrosynthesis dataset with 1.9M reactions from patents (1976-2016). The task is: Predict the reactants needed to synthesize the given product. (1) Given the product [CH3:27][C:26]([O:25][C:23]([NH:22][CH2:21][CH2:20][C@H:15]([NH:14][C:12]([C:3]1[C:2]([NH:1][C:31]([NH:30][C:33]2[C:34]([CH3:41])=[CH:35][C:36]([CH3:40])=[CH:37][C:38]=2[CH3:39])=[O:32])=[CH:11][C:10]2[C:5](=[CH:6][CH:7]=[CH:8][CH:9]=2)[CH:4]=1)=[O:13])[C:16]([O:18][CH3:19])=[O:17])=[O:24])([CH3:29])[CH3:28], predict the reactants needed to synthesize it. The reactants are: [NH2:1][C:2]1[C:3]([C:12]([NH:14][C@@H:15]([CH2:20][CH2:21][NH:22][C:23]([O:25][C:26]([CH3:29])([CH3:28])[CH3:27])=[O:24])[C:16]([O:18][CH3:19])=[O:17])=[O:13])=[CH:4][C:5]2[C:10]([CH:11]=1)=[CH:9][CH:8]=[CH:7][CH:6]=2.[N:30]([C:33]1[C:38]([CH3:39])=[CH:37][C:36]([CH3:40])=[CH:35][C:34]=1[CH3:41])=[C:31]=[O:32]. (2) Given the product [CH3:65][CH2:64][C@@:63]1([OH:66])[C:61](=[O:62])[O:60][CH2:59][C:56]2[C:57]([N:52]3[C:53](=[CH:54][C:55]1=2)[C:49]1[N:48]=[C:47]2[C:42]([CH:43]=[CH:44][CH:45]=[CH:46]2)=[CH:41][C:50]=1[CH2:51]3)=[O:58], predict the reactants needed to synthesize it. The reactants are: C#C.[N-]=[N+]=[N-].NO.C(=O)([O-])[O-].C(=O)([O-])N.C#C.[N-]=[N+]=[N-].[F-].C([N+](CCCC)(CCCC)CCCC)CCC.CC[C:41]1[C:50]2[CH2:51][N:52]3[C:57](=[O:58])[C:56]4[CH2:59][O:60][C:61]([C@:63]([OH:66])([CH2:64][CH3:65])[C:55]=4[CH:54]=[C:53]3[C:49]=2[N:48]=[C:47]2[C:42]=1[CH:43]=[C:44](O)[CH:45]=[CH:46]2)=[O:62]. (3) Given the product [Br:23][CH2:20][C:10]1[C:9]([C:21]#[N:22])=[C:7]2[N:8]=[C:4]([CH:1]3[CH2:3][CH2:2]3)[O:5][C:6]2=[C:12]([F:13])[C:11]=1[C:14]1[CH:15]=[CH:16][CH:17]=[CH:18][CH:19]=1, predict the reactants needed to synthesize it. The reactants are: [CH:1]1([C:4]2[O:5][C:6]3[C:7](=[C:9]([C:21]#[N:22])[C:10]([CH3:20])=[C:11]([C:14]4[CH:19]=[CH:18][CH:17]=[CH:16][CH:15]=4)[C:12]=3[F:13])[N:8]=2)[CH2:3][CH2:2]1.[Br:23]N1C(=O)CCC1=O.N(C(C)(C)C#N)=NC(C)(C)C#N. (4) Given the product [ClH:1].[Cl:1][C:2]1[CH:3]=[C:4]([CH:21]=[CH:22][C:23]=1[Cl:24])[CH2:5][NH:6][C:7]1[N:8]=[C:9]([NH:17][CH2:18][CH2:19][CH3:20])[N:10]=[C:11]([NH:13][CH2:14][C:15]#[CH:16])[N:12]=1, predict the reactants needed to synthesize it. The reactants are: [Cl:1][C:2]1[CH:3]=[C:4]([CH:21]=[CH:22][C:23]=1[Cl:24])[CH2:5][NH:6][C:7]1[N:12]=[C:11]([NH:13][CH2:14][CH2:15][CH3:16])[N:10]=[C:9]([NH:17][CH2:18][C:19]#[CH:20])[N:8]=1.Cl.C(OCC)C.Cl.C(ONC1N=C(NCCC)N=C(NCC#C)N=1)(C)(C)C.